This data is from Full USPTO retrosynthesis dataset with 1.9M reactions from patents (1976-2016). The task is: Predict the reactants needed to synthesize the given product. (1) Given the product [CH2:16]([O:15][C:13]1[C:12]([C:18]([NH:20][CH:21]2[CH:22]3[CH2:23][CH:24]4[CH2:25][C:26]([OH:31])([CH2:27][CH:28]2[CH2:29]4)[CH2:30]3)=[O:19])=[CH:11][N:10]=[C:9]([NH:7][C@H:4]2[CH2:5][CH2:6][O:2][CH2:3]2)[N:14]=1)[CH3:17], predict the reactants needed to synthesize it. The reactants are: Cl.[O:2]1[CH2:6][CH2:5][C@H:4]([NH2:7])[CH2:3]1.Cl[C:9]1[N:14]=[C:13]([O:15][CH2:16][CH3:17])[C:12]([C:18]([NH:20][CH:21]2[CH:28]3[CH2:29][CH:24]4[CH2:25][C:26]([OH:31])([CH2:30][CH:22]2[CH2:23]4)[CH2:27]3)=[O:19])=[CH:11][N:10]=1. (2) Given the product [F:11][C:12]1[CH:17]=[C:16]([C:2]2[CH:7]=[CH:6][CH:5]=[C:4]([N+:8]([O-:10])=[O:9])[CH:3]=2)[CH:15]=[CH:14][CH:13]=1, predict the reactants needed to synthesize it. The reactants are: Br[C:2]1[CH:7]=[CH:6][CH:5]=[C:4]([N+:8]([O-:10])=[O:9])[CH:3]=1.[F:11][C:12]1[CH:13]=[C:14](B(O)O)[CH:15]=[CH:16][CH:17]=1.[O-]P([O-])([O-])=O.[K+].[K+].[K+].O1CCOCC1. (3) Given the product [C:27]1([CH3:40])[CH:28]=[CH:29][C:30]([NH:33][CH:34]2[CH2:39][CH2:38][N:37]([CH2:1][CH2:3][C:4]3([CH2:10][CH2:11][O:12][C:13]4[CH:14]=[C:15]([C:23]([O:25][CH3:26])=[O:24])[CH:16]=[C:17]([CH:22]=4)[C:18]([O:20][CH3:21])=[O:19])[CH2:9][CH2:8][CH2:7][CH2:6][CH2:5]3)[CH2:36][CH2:35]2)=[CH:31][CH:32]=1, predict the reactants needed to synthesize it. The reactants are: [CH:1]([CH2:3][C:4]1([CH2:10][CH2:11][O:12][C:13]2[CH:14]=[C:15]([C:23]([O:25][CH3:26])=[O:24])[CH:16]=[C:17]([CH:22]=2)[C:18]([O:20][CH3:21])=[O:19])[CH2:9][CH2:8][CH2:7][CH2:6][CH2:5]1)=O.[C:27]1([CH3:40])[CH:32]=[CH:31][C:30]([NH:33][CH:34]2[CH2:39][CH2:38][NH:37][CH2:36][CH2:35]2)=[CH:29][CH:28]=1.C(O[BH-](OC(=O)C)OC(=O)C)(=O)C.[Na+].C(=O)(O)[O-].[Na+]. (4) Given the product [CH2:3]([O:28][C:29]1[CH:30]=[C:31]2[C:36](=[CH:37][CH:38]=1)[C:35]([C:39]([O:41][CH3:42])=[O:40])=[CH:34][CH:33]=[CH:32]2)[CH2:2][CH2:1][CH2:6][CH3:5], predict the reactants needed to synthesize it. The reactants are: [C:1]1(P([C:1]2[CH:6]=[CH:5]C=[CH:3][CH:2]=2)[C:1]2[CH:6]=[CH:5]C=[CH:3][CH:2]=2)[CH:6]=[CH:5]C=[CH:3][CH:2]=1.N(C([O-])=O)=NC([O-])=O.[OH:28][C:29]1[CH:30]=[C:31]2[C:36](=[CH:37][CH:38]=1)[C:35]([C:39]([O:41][CH3:42])=[O:40])=[CH:34][CH:33]=[CH:32]2.C(O)CCCC.